From a dataset of Full USPTO retrosynthesis dataset with 1.9M reactions from patents (1976-2016). Predict the reactants needed to synthesize the given product. (1) The reactants are: [CH2:1]([NH:3][C:4]([CH:6]1[CH2:11][CH2:10][C:9](=O)[CH2:8][CH2:7]1)=[O:5])[CH3:2].[NH:13]1[CH2:16][CH:15]([NH:17][C:18](=[O:35])[CH2:19][NH:20][C:21]2[C:30]3[C:25](=[CH:26][CH:27]=[C:28]([C:31]([F:34])([F:33])[F:32])[CH:29]=3)[N:24]=[CH:23][N:22]=2)[CH2:14]1.[BH-](OC(C)=O)(OC(C)=O)OC(C)=O.[Na+]. Given the product [CH2:1]([NH:3][C:4]([CH:6]1[CH2:11][CH2:10][CH:9]([N:13]2[CH2:14][CH:15]([NH:17][C:18](=[O:35])[CH2:19][NH:20][C:21]3[C:30]4[C:25](=[CH:26][CH:27]=[C:28]([C:31]([F:32])([F:34])[F:33])[CH:29]=4)[N:24]=[CH:23][N:22]=3)[CH2:16]2)[CH2:8][CH2:7]1)=[O:5])[CH3:2], predict the reactants needed to synthesize it. (2) The reactants are: [Cl:1][C:2]1[CH:11]=[CH:10][C:5]([C:6]([NH:8][NH2:9])=[O:7])=[CH:4][CH:3]=1.[S:12]1[CH:16]=[CH:15][CH:14]=[C:13]1[C:17](Cl)=O.O=P(Cl)(Cl)Cl. Given the product [Cl:1][C:2]1[CH:11]=[CH:10][C:5]([C:6]2[O:7][C:17]([C:13]3[S:12][CH:16]=[CH:15][CH:14]=3)=[N:9][N:8]=2)=[CH:4][CH:3]=1, predict the reactants needed to synthesize it. (3) Given the product [CH:1]1([NH:7][C:8]2[CH:17]=[C:16]3[C:11]([C:12](=[O:22])[C:13]([O:21][CH2:31][C:32]([O:34][CH2:35][CH3:36])=[O:33])=[CH:14][N:15]3[CH:18]([CH3:20])[CH3:19])=[CH:10][C:9]=2[F:23])[CH2:2][CH2:3][CH2:4][CH2:5][CH2:6]1, predict the reactants needed to synthesize it. The reactants are: [CH:1]1([NH:7][C:8]2[CH:17]=[C:16]3[C:11]([C:12](=[O:22])[C:13]([OH:21])=[CH:14][N:15]3[CH:18]([CH3:20])[CH3:19])=[CH:10][C:9]=2[F:23])[CH2:6][CH2:5][CH2:4][CH2:3][CH2:2]1.C(=O)([O-])[O-].[K+].[K+].Br[CH2:31][C:32]([O:34][CH2:35][CH3:36])=[O:33].[Cl-].[NH4+]. (4) Given the product [Cl:17][C:18]1[CH:26]=[C:25]2[C:21](/[C:22](=[CH:7]/[C:6]3[CH:9]=[C:2]([Cl:1])[CH:3]=[CH:4][C:5]=3[O:10][CH2:11][C:12]3([CH3:16])[CH2:15][O:14][CH2:13]3)/[C:23](=[O:27])[NH:24]2)=[CH:20][CH:19]=1, predict the reactants needed to synthesize it. The reactants are: [Cl:1][C:2]1[CH:3]=[CH:4][C:5]([O:10][CH2:11][C:12]2([CH3:16])[CH2:15][O:14][CH2:13]2)=[C:6]([CH:9]=1)[CH:7]=O.[Cl:17][C:18]1[CH:26]=[C:25]2[C:21]([CH2:22][C:23](=[O:27])[NH:24]2)=[CH:20][CH:19]=1.N1CCCC1. (5) Given the product [ClH:33].[ClH:33].[N:22]1([C:20]([CH:16]2[CH2:17][CH2:18][CH2:19][N:14]([CH:11]3[CH2:10][CH2:9][NH:8][CH2:13][CH2:12]3)[CH2:15]2)=[O:21])[CH2:26][CH2:25][CH2:24][CH2:23]1, predict the reactants needed to synthesize it. The reactants are: C([N:8]1[CH2:13][CH2:12][CH:11]([N:14]2[CH2:19][CH2:18][CH2:17][CH:16]([C:20]([N:22]3[CH2:26][CH2:25][CH2:24][CH2:23]3)=[O:21])[CH2:15]2)[CH2:10][CH2:9]1)C1C=CC=CC=1.C(OCC)(=O)C.[ClH:33].